Dataset: Clinical trial toxicity outcomes and FDA approval status for drugs. Task: Regression/Classification. Given a drug SMILES string, predict its toxicity properties. Task type varies by dataset: regression for continuous values (e.g., LD50, hERG inhibition percentage) or binary classification for toxic/non-toxic outcomes (e.g., AMES mutagenicity, cardiotoxicity, hepatotoxicity). Dataset: clintox. (1) The compound is NC(=O)N1c2ccccc2C=Cc2ccccc21. The result is 0 (passed clinical trial). (2) The molecule is CC1=CC(=O)c2ccccc2C1=O. The result is 0 (passed clinical trial). (3) The compound is O=C1N(Cc2ccccc2)C2C[S+]3CCCC3C2N1Cc1ccccc1. The result is 0 (passed clinical trial). (4) The molecule is CCCCC(CC)COC(=O)/C=C/c1ccc(OC)cc1. The result is 0 (passed clinical trial). (5) The molecule is CC1/C=C/C=C/CC/C=C/C=C/C=C/C=C/C(OC2O[C@H](C)[C@@H](O)[C@H]([NH3+])[C@@H]2O)CC(O)C(C(=O)[O-])C(O)CC(=O)CC(O)C(O)CCC(O)CC(O)CC(O)CC(=O)OC(C)C(C)C1O. The result is 0 (passed clinical trial). (6) The molecule is CC(C)(C)CC(=O)OCC(=O)[C@@]12OC(C)(C)O[C@@H]1C[C@H]1[C@@H]3CCC4=CC(=O)C=C[C@]4(C)[C@@]3(F)[C@@H](O)C[C@@]12C. The result is 0 (passed clinical trial).